From a dataset of Forward reaction prediction with 1.9M reactions from USPTO patents (1976-2016). Predict the product of the given reaction. (1) Given the reactants [CH3:1][C:2]([C:4]1[CH:9]=[CH:8][C:7]([NH2:10])=[CH:6][CH:5]=1)=[O:3].[Br:11]N1C(=O)CCC1=O, predict the reaction product. The product is: [NH2:10][C:7]1[CH:8]=[CH:9][C:4]([C:2](=[O:3])[CH3:1])=[CH:5][C:6]=1[Br:11]. (2) Given the reactants [S:1]1[C:5]2[CH:6]=[C:7]([C:10]3[S:14][C:13]([NH2:15])=[N:12][N:11]=3)[CH:8]=[CH:9][C:4]=2[CH:3]=[N:2]1.[CH3:16][C:17]([O:20][C:21](O[C:21]([O:20][C:17]([CH3:19])([CH3:18])[CH3:16])=[O:22])=[O:22])([CH3:19])[CH3:18].[Li+].[Br-], predict the reaction product. The product is: [S:1]1[C:5]2[CH:6]=[C:7]([C:10]3[S:14][C:13]([NH:15][C:21](=[O:22])[O:20][C:17]([CH3:19])([CH3:18])[CH3:16])=[N:12][N:11]=3)[CH:8]=[CH:9][C:4]=2[CH:3]=[N:2]1. (3) Given the reactants [CH2:1]([O:8][C:9]1[CH:14]=[C:13]([O:15][CH2:16][C:17]2[CH:22]=[CH:21][CH:20]=[CH:19][CH:18]=2)[C:12]([CH:23]([CH3:25])[CH3:24])=[CH:11][C:10]=1[C:26]1[O:30][N:29]=[C:28]([C:31]([NH:33][CH2:34][CH3:35])=[O:32])[C:27]=1[C:36]1[N:40]=[C:39](C(Cl)(Cl)Cl)[O:38][N:37]=1)[C:2]1[CH:7]=[CH:6][CH:5]=[CH:4][CH:3]=1.[NH:45]1[CH2:50][CH2:49][O:48][CH2:47][CH2:46]1, predict the reaction product. The product is: [CH2:1]([O:8][C:9]1[CH:14]=[C:13]([O:15][CH2:16][C:17]2[CH:22]=[CH:21][CH:20]=[CH:19][CH:18]=2)[C:12]([CH:23]([CH3:25])[CH3:24])=[CH:11][C:10]=1[C:26]1[O:30][N:29]=[C:28]([C:31]([NH:33][CH2:34][CH3:35])=[O:32])[C:27]=1[C:36]1[N:40]=[C:39]([N:45]2[CH2:50][CH2:49][O:48][CH2:47][CH2:46]2)[O:38][N:37]=1)[C:2]1[CH:7]=[CH:6][CH:5]=[CH:4][CH:3]=1. (4) Given the reactants [CH3:1][C:2]1[O:6][C:5]([C:7]2[CH:8]=[N:9][NH:10][C:11]=2[NH2:12])=[N:4][CH:3]=1.[CH2:13]([C:15]1[C:19]2[CH:20]=[CH:21][C:22]([C:24](=O)[CH2:25][C:26](OCC)=[O:27])=[CH:23][C:18]=2[O:17][N:16]=1)[CH3:14].CC1C=CC(S(O)(=O)=O)=CC=1, predict the reaction product. The product is: [CH2:13]([C:15]1[C:19]2[CH:20]=[CH:21][C:22]([C:24]3[NH:12][C:11]4[N:10]([N:9]=[CH:8][C:7]=4[C:5]4[O:6][C:2]([CH3:1])=[CH:3][N:4]=4)[C:26](=[O:27])[CH:25]=3)=[CH:23][C:18]=2[O:17][N:16]=1)[CH3:14]. (5) The product is: [Cl:28][C:29]1[CH:34]=[C:33]([CH2:35][N:7]2[C:2]([CH3:1])([CH3:6])[C:3](=[O:5])[N:10]([C:11]3[CH:16]=[CH:15][C:14]([S:17][C:18]([F:21])([F:20])[F:19])=[CH:13][CH:12]=3)[C:8]2=[O:9])[CH:32]=[CH:31][N:30]=1. Given the reactants [CH3:1][C:2]([NH:7][C:8]([NH:10][C:11]1[CH:16]=[CH:15][C:14]([S:17][C:18]([F:21])([F:20])[F:19])=[CH:13][CH:12]=1)=[O:9])([CH3:6])[C:3]([O-:5])=O.C([O-])([O-])=O.[K+].[K+].[Cl:28][C:29]1[CH:34]=[C:33]([CH2:35]Cl)[CH:32]=[CH:31][N:30]=1, predict the reaction product. (6) The product is: [Cl:1][C:2]1[CH:16]=[CH:15][C:5]([O:6][CH2:7][C:8]([O:10][C:11]([CH3:14])([CH3:12])[CH3:13])=[O:9])=[C:4]([CH2:17][O:18][S:27]([CH3:26])(=[O:29])=[O:28])[CH:3]=1. Given the reactants [Cl:1][C:2]1[CH:16]=[CH:15][C:5]([O:6][CH2:7][C:8]([O:10][C:11]([CH3:14])([CH3:13])[CH3:12])=[O:9])=[C:4]([CH2:17][OH:18])[CH:3]=1.C(N(CC)CC)C.[CH3:26][S:27](Cl)(=[O:29])=[O:28], predict the reaction product.